From a dataset of Full USPTO retrosynthesis dataset with 1.9M reactions from patents (1976-2016). Predict the reactants needed to synthesize the given product. (1) The reactants are: [F:1][C:2]1[CH:3]=[CH:4][C:5]([C:8]2[C:12]([CH2:13][O:14][C:15]3[CH:16]=[CH:17][C:18]([C:21]([OH:23])=O)=[N:19][CH:20]=3)=[C:11]([CH3:24])[O:10][N:9]=2)=[N:6][CH:7]=1.[NH2:25][C:26]([CH3:30])([CH3:29])[CH2:27][OH:28]. Given the product [OH:28][CH2:27][C:26]([NH:25][C:21]([C:18]1[CH:17]=[CH:16][C:15]([O:14][CH2:13][C:12]2[C:8]([C:5]3[CH:4]=[CH:3][C:2]([F:1])=[CH:7][N:6]=3)=[N:9][O:10][C:11]=2[CH3:24])=[CH:20][N:19]=1)=[O:23])([CH3:30])[CH3:29], predict the reactants needed to synthesize it. (2) The reactants are: [NH2:1][C:2]1[CH:3]=[CH:4][C:5](/[C:10](/[C:29]2[CH:34]=[CH:33][C:32]([C:35]([CH3:38])([CH3:37])[CH3:36])=[CH:31][CH:30]=2)=[CH:11]/[C@@H:12]2[N:16](CC3C=CC(OC)=CC=3OC)[C:15](=[O:28])[CH2:14][CH2:13]2)=[N:6][C:7]=1[O:8][CH3:9].C(=O)(O)[O-].[Na+]. Given the product [NH2:1][C:2]1[CH:3]=[CH:4][C:5](/[C:10](/[C:29]2[CH:30]=[CH:31][C:32]([C:35]([CH3:38])([CH3:37])[CH3:36])=[CH:33][CH:34]=2)=[CH:11]/[C@@H:12]2[NH:16][C:15](=[O:28])[CH2:14][CH2:13]2)=[N:6][C:7]=1[O:8][CH3:9], predict the reactants needed to synthesize it. (3) Given the product [OH:31][CH2:30][C@@H:26]1[CH2:27][CH2:28][CH2:29][N:25]1[CH2:24][CH2:23][O:22][C:21]1[CH:32]=[CH:33][C:18]([NH:17][C:14](=[O:16])[C:13]#[C:12][C:3]2[CH:4]=[CH:5][C:6]([C:8]([F:9])([F:10])[F:11])=[CH:7][C:2]=2[Cl:1])=[CH:19][C:20]=1[O:34][CH3:35], predict the reactants needed to synthesize it. The reactants are: [Cl:1][C:2]1[CH:7]=[C:6]([C:8]([F:11])([F:10])[F:9])[CH:5]=[CH:4][C:3]=1[C:12]#[C:13][C:14]([OH:16])=O.[NH2:17][C:18]1[CH:33]=[CH:32][C:21]([O:22][CH2:23][CH2:24][N:25]2[CH2:29][CH2:28][CH2:27][C@H:26]2[CH2:30][OH:31])=[C:20]([O:34][CH3:35])[CH:19]=1. (4) Given the product [CH2:40]([O:39][C:36]1[CH:37]=[CH:38][C:33]([C:31](=[O:32])[CH2:30][N:9]2[C:10](=[O:11])[C:5]3[CH:4]=[C:3]([CH2:1][CH3:2])[S:28][C:6]=3[N:7]([CH2:13][C:14]3[CH:19]=[CH:18][C:17]([C:20]4[CH:25]=[CH:24][CH:23]=[CH:22][C:21]=4[C:26]4[NH:46][C:47](=[O:50])[O:48][N:27]=4)=[CH:16][CH:15]=3)[C:8]2=[O:12])=[CH:34][CH:35]=1)[CH3:41], predict the reactants needed to synthesize it. The reactants are: [CH2:1]([C:3]1[S:28][C:6]2[N:7]([CH2:13][C:14]3[CH:19]=[CH:18][C:17]([C:20]4[C:21]([C:26]#[N:27])=[CH:22][CH:23]=[CH:24][CH:25]=4)=[CH:16][CH:15]=3)[C:8](=[O:12])[NH:9][C:10](=[O:11])[C:5]=2[CH:4]=1)[CH3:2].Br[CH2:30][C:31]([C:33]1[CH:38]=[CH:37][C:36]([O:39][CH2:40][CH3:41])=[CH:35][CH:34]=1)=[O:32].[H-].[Na+].[Cl-].O[NH3+:46].[C:47](=[O:50])([O-])[OH:48].[Na+]. (5) Given the product [Cl:8][C:6]1[CH:7]=[C:2]([NH:15][CH:12]([CH3:14])[CH3:13])[C:3]([C:9]([NH2:11])=[O:10])=[N:4][CH:5]=1, predict the reactants needed to synthesize it. The reactants are: Cl[C:2]1[C:3]([C:9]([NH2:11])=[O:10])=[N:4][CH:5]=[C:6]([Cl:8])[CH:7]=1.[CH:12]([NH2:15])([CH3:14])[CH3:13].